This data is from Full USPTO retrosynthesis dataset with 1.9M reactions from patents (1976-2016). The task is: Predict the reactants needed to synthesize the given product. (1) Given the product [NH2:1][C:2]1[N:7]=[C:6]([CH2:8][CH2:9][CH2:10][C:11]([O:13][CH2:37][CH3:38])=[O:12])[CH:5]=[C:4]([NH:14][C:15]2[CH:20]=[CH:19][C:18]([O:21][C:22]3[CH:27]=[CH:26][N:25]=[C:24]4[NH:28][CH:29]=[CH:30][C:23]=34)=[C:17]([F:31])[CH:16]=2)[N:3]=1, predict the reactants needed to synthesize it. The reactants are: [NH2:1][C:2]1[N:7]=[C:6]([CH2:8][CH2:9][CH2:10][C:11]([OH:13])=[O:12])[CH:5]=[C:4]([NH:14][C:15]2[CH:20]=[CH:19][C:18]([O:21][C:22]3[CH:27]=[CH:26][N:25]=[C:24]4[NH:28][CH:29]=[CH:30][C:23]=34)=[C:17]([F:31])[CH:16]=2)[N:3]=1.S(=O)(=O)(O)O.[CH2:37](O)[CH3:38]. (2) Given the product [F:1][C:2]1[CH:3]=[CH:4][C:5]([N+:16]([O-:18])=[O:17])=[C:6]([C:19]2[CH:24]=[CH:23][CH:22]=[CH:21][CH:20]=2)[CH:7]=1, predict the reactants needed to synthesize it. The reactants are: [F:1][C:2]1[CH:3]=[CH:4][C:5]([N+:16]([O-:18])=[O:17])=[C:6](OS(C(F)(F)F)(=O)=O)[CH:7]=1.[C:19]1(B(O)O)[CH:24]=[CH:23][CH:22]=[CH:21][CH:20]=1.[O-]P([O-])([O-])=O.[K+].[K+].[K+].